Dataset: Catalyst prediction with 721,799 reactions and 888 catalyst types from USPTO. Task: Predict which catalyst facilitates the given reaction. (1) Reactant: [CH:1]1([N:4]([CH:26]2[CH2:28][CH2:27]2)[C:5]([C:7]2[N:23]([CH2:24][CH3:25])[C:10]3=[N:11][C:12]([NH:19][C:20]([NH2:22])=[S:21])=[C:13]4[N:17]=[CH:16][N:15]([CH3:18])[C:14]4=[C:9]3[CH:8]=2)=[O:6])[CH2:3][CH2:2]1.CO[CH:31](OC)[N:32](C)C.C1(C)C=C(C)C=C(C)C=1S(ON)(=O)=O. Product: [S:21]1[C:20]([NH:19][C:12]2[N:11]=[C:10]3[N:23]([CH2:24][CH3:25])[C:7]([C:5]([N:4]([CH:1]4[CH2:2][CH2:3]4)[CH:26]4[CH2:27][CH2:28]4)=[O:6])=[CH:8][C:9]3=[C:14]3[N:15]([CH3:18])[CH:16]=[N:17][C:13]=23)=[N:22][CH:31]=[N:32]1. The catalyst class is: 6. (2) Reactant: [C:1]([N:4]1[C:13]2[C:8](=[CH:9][C:10]([C:14]3[CH:15]=[N:16][NH:17][CH:18]=3)=[CH:11][CH:12]=2)[N:7]([C:19]([O:21][CH:22]2[CH2:25][CH2:24][CH2:23]2)=[O:20])[CH2:6][C@@H:5]1[CH3:26])(=[O:3])[CH3:2].CN(C)C=O.Br[CH:33]1[CH2:38][CH2:37][S:36](=[O:40])(=[O:39])[CH2:35][CH2:34]1.C(=O)([O-])[O-].[Cs+].[Cs+]. Product: [C:1]([N:4]1[C:13]2[C:8](=[CH:9][C:10]([C:14]3[CH:15]=[N:16][N:17]([CH:34]4[CH2:33][CH2:38][CH2:37][S:36](=[O:40])(=[O:39])[CH2:35]4)[CH:18]=3)=[CH:11][CH:12]=2)[N:7]([C:19]([O:21][CH:22]2[CH2:25][CH2:24][CH2:23]2)=[O:20])[CH2:6][C@@H:5]1[CH3:26])(=[O:3])[CH3:2]. The catalyst class is: 6.